From a dataset of Full USPTO retrosynthesis dataset with 1.9M reactions from patents (1976-2016). Predict the reactants needed to synthesize the given product. (1) Given the product [CH3:1][CH2:2][C@@:3]1([OH:66])[CH2:22][N:20]2[CH2:21][C@@H:5]([CH2:6][C@:7]([C:56]([O:58][CH3:59])=[O:57])([C:23]3[CH:24]=[C:25]4[C@:33]56[C@@H:37]7[C@:38]([CH2:53][CH3:54])([C@@H:42]([O:49][C:50]([CH3:52])=[O:51])[C@:43]([OH:48])([C:44]([O:46][CH3:47])=[O:45])[C@@H:32]5[N:31]([CH3:55])[C:26]4=[CH:27][C:28]=3[O:29][CH3:30])[CH:39]=[CH:40][CH2:41][N:36]7[CH2:35][CH2:34]6)[C:8]3[NH:16][C:15]4[CH:14]=[CH:13][C:12]([Cl:17])=[CH:11][C:10]=4[C:9]=3[CH2:18][CH2:19]2)[CH2:4]1, predict the reactants needed to synthesize it. The reactants are: [CH3:1][CH2:2][C:3]1[CH2:22][N:20]2[CH2:21][C@@H:5]([CH2:6][C@:7]([C:56]([O:58][CH3:59])=[O:57])([C:23]3[CH:24]=[C:25]4[C@:33]56[C@@H:37]7[C@:38]([CH2:53][CH3:54])([C@@H:42]([O:49][C:50]([CH3:52])=[O:51])[C@:43]([OH:48])([C:44]([O:46][CH3:47])=[O:45])[C@@H:32]5[N:31]([CH3:55])[C:26]4=[CH:27][C:28]=3[O:29][CH3:30])[CH:39]=[CH:40][CH2:41][N:36]7[CH2:35][CH2:34]6)[C:8]3[NH:16][C:15]4[CH:14]=[CH:13][C:12]([Cl:17])=[CH:11][C:10]=4[C:9]=3[CH2:18][CH2:19]2)[CH:4]=1.Cl.C(C[OH:66])(F)(F)F.[BH4-].[Na+]. (2) Given the product [Si:3]([O:10][C@@H:11]1[CH2:15][N:14]([C:16]([O:18][C:19]([CH3:22])([CH3:21])[CH3:20])=[O:17])[C@@H:13]([CH2:23][OH:24])[CH2:12]1)([C:6]([CH3:9])([CH3:8])[CH3:7])([CH3:5])[CH3:4], predict the reactants needed to synthesize it. The reactants are: [BH4-].[Li+].[Si:3]([O:10][C@@H:11]1[CH2:15][N:14]([C:16]([O:18][C:19]([CH3:22])([CH3:21])[CH3:20])=[O:17])[C@@H:13]([C:23](OC)=[O:24])[CH2:12]1)([C:6]([CH3:9])([CH3:8])[CH3:7])([CH3:5])[CH3:4].C(=O)([O-])O.[K+].O.